Task: Predict the product of the given reaction.. Dataset: Forward reaction prediction with 1.9M reactions from USPTO patents (1976-2016) Given the reactants [CH2:1]=[CH:2]C=C.[CH2:5]([Al](CC(C)C)CC(C)C)[CH:6](C)[CH3:7].C=CC.C=C.C[Al]1[CH2:29][CH2:28][CH2:27][CH2:26]O1.C(OCCC)(=O)C.C[Sn](C)(C)C, predict the reaction product. The product is: [CH2:1]=[CH2:2].[CH2:5]=[CH:6][CH3:7].[CH2:26]=[CH:27][CH:28]=[CH2:29].